From a dataset of NCI-60 drug combinations with 297,098 pairs across 59 cell lines. Regression. Given two drug SMILES strings and cell line genomic features, predict the synergy score measuring deviation from expected non-interaction effect. Drug 1: CCC1=CC2CC(C3=C(CN(C2)C1)C4=CC=CC=C4N3)(C5=C(C=C6C(=C5)C78CCN9C7C(C=CC9)(C(C(C8N6C)(C(=O)OC)O)OC(=O)C)CC)OC)C(=O)OC.C(C(C(=O)O)O)(C(=O)O)O. Drug 2: CCCS(=O)(=O)NC1=C(C(=C(C=C1)F)C(=O)C2=CNC3=C2C=C(C=N3)C4=CC=C(C=C4)Cl)F. Cell line: SK-MEL-5. Synergy scores: CSS=51.6, Synergy_ZIP=3.14, Synergy_Bliss=2.35, Synergy_Loewe=-2.88, Synergy_HSA=4.96.